The task is: Predict the reaction yield, written as a fraction of the theoretical maximum amount of product (1.0 means a 100% yield; for example, 0.34 means a 34% yield).. This data is from Reaction yield outcomes from USPTO patents with 853,638 reactions. (1) The reactants are [CH3:1][O:2][C:3](=[O:22])[C:4]1[CH:9]=[C:8](B2OC(C)(C)C(C)(C)O2)[CH:7]=[C:6]([N+:19]([O-:21])=[O:20])[CH:5]=1.Br[C:24]1[CH:29]=[CH:28][C:27]([CH3:30])=[CH:26][N:25]=1.[O-]P([O-])([O-])=O.[K+].[K+].[K+]. The catalyst is COC=COC.O.C1C=CC(P(C2C=CC=CC=2)C2C=CC=CC=2)=CC=1.C1C=CC(P(C2C=CC=CC=2)C2C=CC=CC=2)=CC=1.C1C=CC(P(C2C=CC=CC=2)C2C=CC=CC=2)=CC=1.C1C=CC(P(C2C=CC=CC=2)C2C=CC=CC=2)=CC=1.[Pd]. The product is [CH3:1][O:2][C:3](=[O:22])[C:4]1[CH:5]=[C:6]([N+:19]([O-:21])=[O:20])[CH:7]=[C:8]([C:24]2[CH:29]=[CH:28][C:27]([CH3:30])=[CH:26][N:25]=2)[CH:9]=1. The yield is 0.560. (2) The reactants are [Cl:1][C:2]1[CH:3]=[C:4]([CH:7]=[CH:8][C:9]=1[OH:10])[CH:5]=[O:6].[CH:11]1[CH:16]=[CH:15][C:14]([CH2:17]Br)=[CH:13][CH:12]=1.C([O-])([O-])=O.[K+].[K+].O. The catalyst is CC#N. The product is [CH2:17]([O:10][C:9]1[CH:8]=[CH:7][C:4]([CH:5]=[O:6])=[CH:3][C:2]=1[Cl:1])[C:14]1[CH:15]=[CH:16][CH:11]=[CH:12][CH:13]=1. The yield is 0.950. (3) The reactants are [F:1][C:2]1[CH:3]=[C:4]2[C:8](=[CH:9][CH:10]=1)[N:7]([CH2:11][C:12]1[O:13][C:14]([C:17]([F:20])([F:19])[F:18])=[CH:15][CH:16]=1)[C:6](=[O:21])[C:5]2([C:24]1[C:32](O)=[CH:31][C:27]2[O:28][CH2:29][O:30][C:26]=2[CH:25]=1)[CH2:22][OH:23].C(P(CCCC)CCCC)CCC.N(C(OC(C)(C)C)=O)=NC(OC(C)(C)C)=O. The catalyst is O1CCCC1. The product is [F:1][C:2]1[CH:3]=[C:4]2[C:8](=[CH:9][CH:10]=1)[N:7]([CH2:11][C:12]1[O:13][C:14]([C:17]([F:19])([F:20])[F:18])=[CH:15][CH:16]=1)[C:6](=[O:21])[C:5]12[C:24]2=[CH:25][C:26]3[O:30][CH2:29][O:28][C:27]=3[CH:31]=[C:32]2[O:23][CH2:22]1. The yield is 0.340. (4) The reactants are ClC(Cl)(O[C:5](=[O:11])OC(Cl)(Cl)Cl)Cl.[F:13][C:14]1[CH:20]=[CH:19][C:17]([NH2:18])=[CH:16][CH:15]=1.C(N(CC)C(C)C)(C)C.ClC1[CH:36]=[CH:35][C:34]([C@@H:37]2[C@@H:41]([NH:42][CH3:43])[CH2:40][N:39]([C:44]([CH:46]3[CH2:51][CH2:50][N:49]([C:52]([C:54]4([CH3:57])[CH2:56][CH2:55]4)=[O:53])[CH2:48][CH2:47]3)=[O:45])[CH2:38]2)=[CH:33][CH:32]=1.Cl[CH2:59][Cl:60]. The catalyst is C(OCC)(=O)C. The product is [Cl:60][C:59]1[CH:36]=[CH:35][C:34]([C@H:37]2[CH2:38][N:39]([C:44]([CH:46]3[CH2:47][CH2:48][N:49]([C:52]([C:54]4([CH3:57])[CH2:55][CH2:56]4)=[O:53])[CH2:50][CH2:51]3)=[O:45])[CH2:40][C@@H:41]2[N:42]([CH3:43])[C:5]([NH:18][C:17]2[CH:19]=[CH:20][C:14]([F:13])=[CH:15][CH:16]=2)=[O:11])=[CH:33][CH:32]=1. The yield is 0.950.